From a dataset of Full USPTO retrosynthesis dataset with 1.9M reactions from patents (1976-2016). Predict the reactants needed to synthesize the given product. (1) Given the product [Br:1][C:2]1[CH:11]=[CH:10][C:5]2[S:6][C:7]([CH:9]=[O:14])=[CH:8][C:4]=2[CH:3]=1, predict the reactants needed to synthesize it. The reactants are: [Br:1][C:2]1[CH:11]=[CH:10][C:5]2[S:6][C:7]([CH3:9])=[CH:8][C:4]=2[CH:3]=1.CC(O)=[O:14]. (2) Given the product [F:37][C:22]([F:21])([F:36])[C:23]([OH:26])([C:27]1[CH:28]=[C:29]([Cl:35])[C:30]([Cl:34])=[C:31]([Cl:33])[CH:32]=1)/[CH:24]=[CH:25]/[C:2]1[CH:7]=[CH:6][C:5]([C@@H:8]([N:10]2[C:18](=[O:19])[C:17]3[C:12](=[CH:13][CH:14]=[CH:15][CH:16]=3)[C:11]2=[O:20])[CH3:9])=[CH:4][CH:3]=1, predict the reactants needed to synthesize it. The reactants are: Br[C:2]1[CH:7]=[CH:6][C:5]([C@@H:8]([N:10]2[C:18](=[O:19])[C:17]3[C:12](=[CH:13][CH:14]=[CH:15][CH:16]=3)[C:11]2=[O:20])[CH3:9])=[CH:4][CH:3]=1.[F:21][C:22]([F:37])([F:36])[C:23]([C:27]1[CH:32]=[C:31]([Cl:33])[C:30]([Cl:34])=[C:29]([Cl:35])[CH:28]=1)([OH:26])[CH:24]=[CH2:25].CC([O-])=O.[Na+].Cl.